Dataset: Full USPTO retrosynthesis dataset with 1.9M reactions from patents (1976-2016). Task: Predict the reactants needed to synthesize the given product. Given the product [F:1][C:2]1[CH:3]=[CH:4][C:5]([C:6](=[O:8])[CH2:13][C:14]#[N:15])=[CH:11][CH:12]=1, predict the reactants needed to synthesize it. The reactants are: [F:1][C:2]1[CH:12]=[CH:11][C:5]([C:6]([O:8]CC)=O)=[CH:4][CH:3]=1.[CH3:13][C:14]#[N:15].